This data is from Reaction yield outcomes from USPTO patents with 853,638 reactions. The task is: Predict the reaction yield, written as a fraction of the theoretical maximum amount of product (1.0 means a 100% yield; for example, 0.34 means a 34% yield). The reactants are Cl[C:2]1[N:7]=[C:6]([NH:8][C:9]2[CH:18]=[CH:17][CH:16]=[CH:15][C:10]=2[C:11]([NH:13][CH3:14])=[O:12])[C:5]([Cl:19])=[CH:4][N:3]=1.[NH2:20][C:21]1[CH:22]=[CH:23][C:24]2[CH2:30][CH2:29][C:28](=[O:31])[CH2:27][CH2:26][C:25]=2[CH:32]=1.C(O)(C)C. The catalyst is Cl. The product is [Cl:19][C:5]1[C:6]([NH:8][C:9]2[CH:18]=[CH:17][CH:16]=[CH:15][C:10]=2[C:11]([NH:13][CH3:14])=[O:12])=[N:7][C:2]([NH:20][C:21]2[CH:22]=[CH:23][C:24]3[CH2:30][CH2:29][C:28](=[O:31])[CH2:27][CH2:26][C:25]=3[CH:32]=2)=[N:3][CH:4]=1. The yield is 0.500.